This data is from Forward reaction prediction with 1.9M reactions from USPTO patents (1976-2016). The task is: Predict the product of the given reaction. (1) Given the reactants [C:1]([O:5][CH2:6][C@@H:7]1[C:12](=[O:13])[NH:11][CH2:10][CH2:9][N:8]1[C:14](=[O:38])[CH2:15][C@H:16]([NH:27]C(=O)OCC1C=CC=CC=1)[CH2:17][C:18]1[CH:23]=[C:22]([F:24])[C:21]([F:25])=[CH:20][C:19]=1[F:26])([CH3:4])([CH3:3])[CH3:2].C(OCC)(=O)C, predict the reaction product. The product is: [NH2:27][C@H:16]([CH2:17][C:18]1[CH:23]=[C:22]([F:24])[C:21]([F:25])=[CH:20][C:19]=1[F:26])[CH2:15][C:14]([N:8]1[CH2:9][CH2:10][NH:11][C:12](=[O:13])[C@H:7]1[CH2:6][O:5][C:1]([CH3:2])([CH3:3])[CH3:4])=[O:38]. (2) Given the reactants [F:1][C:2]1[CH:3]=[C:4]([NH2:14])[CH:5]=[CH:6][C:7]=1[N:8]1[CH2:13][CH2:12][NH:11][CH2:10][CH2:9]1.[C:15]1(N)[C:20](F)=[C:19](F)[C:18](F)=[C:17](N)[C:16]=1F.Cl.Cl.[C:29]([O-:32])([O-:31])=O.[Na+].[Na+].Cl[C:36]([O:38][CH2:39][C:40]1[CH:45]=[CH:44][CH:43]=[CH:42][CH:41]=1)=[O:37].[CH3:46]C(C)=O.O, predict the reaction product. The product is: [CH2:46]([O:31][C:29]([N:11]1[CH2:10][CH2:9][N:8]([C:7]2[CH:6]=[CH:5][C:4]([NH:14][C:36]([O:38][CH2:39][C:40]3[CH:45]=[CH:44][CH:43]=[CH:42][CH:41]=3)=[O:37])=[CH:3][C:2]=2[F:1])[CH2:13][CH2:12]1)=[O:32])[C:15]1[CH:20]=[CH:19][CH:18]=[CH:17][CH:16]=1. (3) Given the reactants [CH3:1][C:2](N(C)C)=[O:3].P(Cl)(Cl)(Cl)=O.[CH2:12]([C:19]1[NH:20][C:21]2[C:26]([CH:27]=1)=[CH:25][CH:24]=[CH:23][CH:22]=2)[C:13]1[CH:18]=[CH:17][CH:16]=[CH:15][CH:14]=1.[OH-].[Na+], predict the reaction product. The product is: [C:2]([C:27]1[C:26]2[C:21](=[CH:22][CH:23]=[CH:24][CH:25]=2)[NH:20][C:19]=1[CH2:12][C:13]1[CH:18]=[CH:17][CH:16]=[CH:15][CH:14]=1)(=[O:3])[CH3:1]. (4) Given the reactants [Cl:1][C:2]1[CH:26]=[CH:25][C:5](/[CH:6]=[C:7]2/[C:8](=[O:24])[C:9]3[C:14]([CH2:15]/2)=[CH:13][C:12]([N:16]2[CH2:21][CH2:20][O:19][CH2:18][CH2:17]2)=[C:11]([O:22][CH3:23])[CH:10]=3)=[CH:4][C:3]=1[C:27]([F:30])([F:29])[F:28], predict the reaction product. The product is: [Cl:1][C:2]1[CH:26]=[CH:25][C:5]([CH2:6][CH:7]2[CH2:15][C:14]3[C:9](=[CH:10][C:11]([O:22][CH3:23])=[C:12]([N:16]4[CH2:17][CH2:18][O:19][CH2:20][CH2:21]4)[CH:13]=3)[C:8]2=[O:24])=[CH:4][C:3]=1[C:27]([F:30])([F:28])[F:29]. (5) The product is: [Cl:1][C:2]1[CH:7]=[CH:6][C:5]([S:8]([N:11]([CH2:21][C:22]2[CH:23]=[CH:24][C:25]([C:26]([NH:28][C@H:29]([CH3:32])[CH2:30][O:31][CH3:38])=[O:27])=[CH:33][CH:34]=2)[C@H:12]([C:15]2[CH:20]=[CH:19][CH:18]=[CH:17][CH:16]=2)[CH2:13][CH3:14])(=[O:9])=[O:10])=[CH:4][CH:3]=1. Given the reactants [Cl:1][C:2]1[CH:7]=[CH:6][C:5]([S:8]([N:11]([CH2:21][C:22]2[CH:34]=[CH:33][C:25]([C:26]([NH:28][C@H:29]([CH3:32])[CH2:30][OH:31])=[O:27])=[CH:24][CH:23]=2)[C@H:12]([C:15]2[CH:20]=[CH:19][CH:18]=[CH:17][CH:16]=2)[CH2:13][CH3:14])(=[O:10])=[O:9])=[CH:4][CH:3]=1.[H-].[Na+].I[CH3:38], predict the reaction product. (6) Given the reactants COC1OCC(C[O:10][C:11]2[CH:16]=[CH:15][N:14]=[C:13]([CH2:17][S:18]([C:20]3[NH:24][C:23]4[CH:25]=[CH:26][CH:27]=[CH:28][C:22]=4[N:21]=3)=[O:19])[C:12]=2[CH3:29])CO1.[Na:30].COC1OCC(COC2C=CN=C(CS(C3NC4C=CC=CC=4N=3)=O)C=2C)CO1.[CH3:60][C:61]1([CH3:68])[O:66][CH2:65][CH:64](O)[CH2:63][O:62]1, predict the reaction product. The product is: [Na:30].[CH3:60][C:61]1([CH3:68])[O:66][CH2:65][CH:64]([O:10][C:11]2[CH:16]=[CH:15][N:14]=[C:13]([CH2:17][S:18]([C:20]3[NH:21][C:22]4[CH:28]=[CH:27][CH:26]=[CH:25][C:23]=4[N:24]=3)=[O:19])[C:12]=2[CH3:29])[CH2:63][O:62]1. (7) Given the reactants [H-].[H-].[H-].[H-].[Li+].[Al+3].[CH2:7]([O:25][C:26]1[CH:31]=[CH:30][C:29]([CH:32]([C:37](OC)=[O:38])[C:33](OC)=[O:34])=[CH:28][CH:27]=1)[CH2:8][CH2:9][CH2:10][CH2:11][CH2:12][CH2:13][CH2:14][CH2:15][CH2:16][CH2:17][CH2:18][CH2:19][CH2:20][CH2:21][CH2:22][CH2:23][CH3:24], predict the reaction product. The product is: [CH2:7]([O:25][C:26]1[CH:31]=[CH:30][C:29]([CH:32]([CH2:33][OH:34])[CH2:37][OH:38])=[CH:28][CH:27]=1)[CH2:8][CH2:9][CH2:10][CH2:11][CH2:12][CH2:13][CH2:14][CH2:15][CH2:16][CH2:17][CH2:18][CH2:19][CH2:20][CH2:21][CH2:22][CH2:23][CH3:24]. (8) The product is: [F:1][C:2]([F:16])([F:17])[C:3]1[CH:4]=[C:5]([CH:13]([C:14]#[N:15])[CH2:29][C:30]([O:32][CH2:33][CH3:34])=[O:31])[CH:6]=[C:7]([C:9]([F:10])([F:11])[F:12])[CH:8]=1. Given the reactants [F:1][C:2]([F:17])([F:16])[C:3]1[CH:4]=[C:5]([CH2:13][C:14]#[N:15])[CH:6]=[C:7]([C:9]([F:12])([F:11])[F:10])[CH:8]=1.C[Si](C)(C)N[Si](C)(C)C.[Na].Br[CH2:29][C:30]([O:32][CH2:33][CH3:34])=[O:31], predict the reaction product.